Dataset: Forward reaction prediction with 1.9M reactions from USPTO patents (1976-2016). Task: Predict the product of the given reaction. (1) Given the reactants Br[C:2]1[S:3][CH:4]=[CH:5][N:6]=1.CC1(C)C(C)(C)OB([C:15]2[CH:16]=[N:17][NH:18][CH:19]=2)O1.C(=O)([O-])[O-].[Na+].[Na+], predict the reaction product. The product is: [NH:17]1[CH:16]=[C:15]([C:2]2[S:3][CH:4]=[CH:5][N:6]=2)[CH:19]=[N:18]1. (2) The product is: [CH3:16][C:5]1[CH:4]=[CH:3][C:2]([NH:1][S:22]([C:18]2[S:17][CH:21]=[CH:20][CH:19]=2)(=[O:24])=[O:23])=[C:10]2[C:6]=1[CH:7]=[C:8]([C:11]([O:13][CH2:14][CH3:15])=[O:12])[NH:9]2. Given the reactants [NH2:1][C:2]1[CH:3]=[CH:4][C:5]([CH3:16])=[C:6]2[C:10]=1[NH:9][C:8]([C:11]([O:13][CH2:14][CH3:15])=[O:12])=[CH:7]2.[S:17]1[CH:21]=[CH:20][CH:19]=[C:18]1[S:22](Cl)(=[O:24])=[O:23], predict the reaction product.